This data is from Reaction yield outcomes from USPTO patents with 853,638 reactions. The task is: Predict the reaction yield, written as a fraction of the theoretical maximum amount of product (1.0 means a 100% yield; for example, 0.34 means a 34% yield). (1) The reactants are FC(F)(F)C(O)=O.[CH3:8][N:9]1[CH2:18][C:17]2[C:12](=[CH:13][CH:14]=[C:15]([C:19]3[CH:24]=[CH:23][C:22]([C:25]([F:28])([F:27])[F:26])=[CH:21][CH:20]=3)[CH:16]=2)[N:11](CC2C=CC(OC)=CC=2)[C:10]1=[O:38]. The catalyst is O. The product is [CH3:8][N:9]1[CH2:18][C:17]2[C:12](=[CH:13][CH:14]=[C:15]([C:19]3[CH:20]=[CH:21][C:22]([C:25]([F:27])([F:26])[F:28])=[CH:23][CH:24]=3)[CH:16]=2)[NH:11][C:10]1=[O:38]. The yield is 0.450. (2) The reactants are C([N:8](CC1C=CC=CC=1)[C:9]1([CH2:14][NH:15][C:16]2[C:25]3[C:20](=[CH:21][CH:22]=[C:23]([CH3:26])[CH:24]=3)[N:19]=[C:18]([N:27]3[CH2:33][C:32]4[CH:34]=[CH:35][CH:36]=[CH:37][C:31]=4[S:30](=[O:39])(=[O:38])[CH2:29][CH2:28]3)[CH:17]=2)[CH2:13][CH2:12][O:11][CH2:10]1)C1C=CC=CC=1. The catalyst is CO.[OH-].[Pd+2].[OH-]. The yield is 0.108. The product is [NH2:8][C:9]1([CH2:14][NH:15][C:16]2[C:25]3[C:20](=[CH:21][CH:22]=[C:23]([CH3:26])[CH:24]=3)[N:19]=[C:18]([N:27]3[CH2:33][C:32]4[CH:34]=[CH:35][CH:36]=[CH:37][C:31]=4[S:30](=[O:39])(=[O:38])[CH2:29][CH2:28]3)[CH:17]=2)[CH2:13][CH2:12][O:11][CH2:10]1. (3) The reactants are [C:1]1([Mg]Br)[CH:6]=[CH:5][CH:4]=[CH:3][CH:2]=1.[C:9]1([C:15]2[CH:16]=[CH:17][C:18](=[O:21])[NH:19][N:20]=2)[CH:14]=[CH:13][CH:12]=[CH:11][CH:10]=1.[Cl-].[NH4+]. The catalyst is C1COCC1.C1(C)C=CC=CC=1. The product is [C:9]1([C:15]2[CH2:16][CH:17]([C:1]3[CH:6]=[CH:5][CH:4]=[CH:3][CH:2]=3)[C:18](=[O:21])[NH:19][N:20]=2)[CH:10]=[CH:11][CH:12]=[CH:13][CH:14]=1. The yield is 0.500. (4) The yield is 0.970. The catalyst is CCl. The product is [C:14]1([NH:13][C:11](=[O:12])[NH2:10])[C:15]2[C:16](=[CH:19][CH:14]=[CH:15][CH:16]=2)[CH:17]=[CH:18][CH:19]=1. The reactants are C(C1C=C([NH:10][C:11]([NH:13][C:14]2[CH:19]=[CH:18][C:17](Cl)=[CH:16][CH:15]=2)=[O:12])N(C2C=C(C=CC=2)C(OCC)=O)N=1)(C)(C)C.O=S(Cl)Cl. (5) The reactants are [NH2:1][C:2]1([CH3:30])[C:6]2([CH2:8][CH2:7]2)[CH2:5][N:4]([C:9]2[C:18]([O:19][CH3:20])=[C:17]3[C:12]([C:13](=[O:28])[C:14]([C:25]([OH:27])=[O:26])=[CH:15][N:16]3[C@@H:21]3[CH2:23][C@@H:22]3[F:24])=[CH:11][C:10]=2[F:29])[CH2:3]1.[ClH:31].C(O)(C)C. The catalyst is CO. The product is [ClH:31].[NH2:1][C:2]1([CH3:30])[C:6]2([CH2:7][CH2:8]2)[CH2:5][N:4]([C:9]2[C:18]([O:19][CH3:20])=[C:17]3[C:12]([C:13](=[O:28])[C:14]([C:25]([OH:27])=[O:26])=[CH:15][N:16]3[C@@H:21]3[CH2:23][C@@H:22]3[F:24])=[CH:11][C:10]=2[F:29])[CH2:3]1. The yield is 0.690. (6) The reactants are C([N:8]1[C:12]2[CH:13]=[CH:14][CH:15]=[CH:16][C:11]=2[N:10]=[C:9]1[CH2:17]Cl)(OC(C)(C)C)=O.[N:19]1[CH:24]=[CH:23][CH:22]=[CH:21][C:20]=1[CH2:25][NH:26][C:27](=[O:46])[C:28]1[CH:33]=[CH:32][C:31]([CH2:34][NH:35][CH:36]2[C:45]3[N:44]=[CH:43][CH:42]=[CH:41][C:40]=3[CH2:39][CH2:38][CH2:37]2)=[CH:30][CH:29]=1.C([O-])([O-])=O.[K+].[K+]. The catalyst is CC#N.C(OCC)(=O)C. The product is [NH:10]1[C:11]2[CH:16]=[CH:15][CH:14]=[CH:13][C:12]=2[N:8]=[C:9]1[CH2:17][N:35]([CH2:34][C:31]1[CH:32]=[CH:33][C:28]([C:27]([NH:26][CH2:25][C:20]2[CH:21]=[CH:22][CH:23]=[CH:24][N:19]=2)=[O:46])=[CH:29][CH:30]=1)[CH:36]1[C:45]2[N:44]=[CH:43][CH:42]=[CH:41][C:40]=2[CH2:39][CH2:38][CH2:37]1. The yield is 0.280. (7) The reactants are [ClH:1].[NH2:2][C:3]1[N:8]=[CH:7][C:6](/[CH:9]=[CH:10]/[C:11]([OH:13])=O)=[CH:5][C:4]=1[CH2:14][N:15]1[CH2:20][CH2:19][O:18][CH2:17][CH2:16]1.Cl.CN1CC2C=C(/C=C/C(O)=O)C=NC=2NC(=O)C1.[CH3:40][NH:41][CH2:42][C:43]1[C:52]2[C:47](=[CH:48][CH:49]=[CH:50][CH:51]=2)[C:46]([CH3:53])=[CH:45][CH:44]=1.CNCC1C=CC2C(=CC=CC=2)C=1CCC. No catalyst specified. The product is [ClH:1].[NH2:2][C:3]1[N:8]=[CH:7][C:6](/[CH:9]=[CH:10]/[C:11]([N:41]([CH3:40])[CH2:42][C:43]2[C:52]3[C:47](=[CH:48][CH:49]=[CH:50][CH:51]=3)[C:46]([CH3:53])=[CH:45][CH:44]=2)=[O:13])=[CH:5][C:4]=1[CH2:14][N:15]1[CH2:20][CH2:19][O:18][CH2:17][CH2:16]1. The yield is 0.620. (8) The reactants are FC(F)C1NC2C=CC=CC=2N=1.FC(F)C1N(C2N=C(N3CCOCC3)C=C(N3CCOCC3)N=2)C2C=CC([N+]([O-])=O)=CC=2N=1.[F:46][CH:47]([F:78])[C:48]1[N:52]([C:53]2[N:58]=[C:57]([N:59]3[CH2:64][CH2:63][O:62][CH2:61][CH2:60]3)[CH:56]=[C:55]([N:65]3[CH2:70][CH2:69][O:68][CH2:67][CH2:66]3)[N:54]=2)[C:51]2[CH:71]=[C:72]([N+:75]([O-])=O)[CH:73]=[CH:74][C:50]=2[N:49]=1. No catalyst specified. The product is [NH2:75][C:72]1[CH:73]=[CH:74][C:50]2[N:49]=[C:48]([CH:47]([F:46])[F:78])[N:52]([C:53]3[N:58]=[C:57]([N:59]4[CH2:64][CH2:63][O:62][CH2:61][CH2:60]4)[CH:56]=[C:55]([N:65]4[CH2:70][CH2:69][O:68][CH2:67][CH2:66]4)[N:54]=3)[C:51]=2[CH:71]=1. The yield is 0.880.